From a dataset of Full USPTO retrosynthesis dataset with 1.9M reactions from patents (1976-2016). Predict the reactants needed to synthesize the given product. (1) Given the product [Br:2][C:3]1[CH:4]=[C:5]([C:6]([OH:8])=[O:7])[C:9]2[C:16]3[CH2:17][CH:18]([C:21]([O:23][CH2:24][CH3:25])=[O:22])[CH2:19][CH2:20][C:15]=3[NH:12][C:10]=2[CH:11]=1, predict the reactants needed to synthesize it. The reactants are: Cl.[Br:2][C:3]1[CH:4]=[C:5]([CH:9]=[C:10]([NH:12]N)[CH:11]=1)[C:6]([OH:8])=[O:7].O=[C:15]1[CH2:20][CH2:19][CH:18]([C:21]([O:23][CH2:24][CH3:25])=[O:22])[CH2:17][CH2:16]1. (2) The reactants are: C[O:2][C:3](=[O:34])[C:4]1[CH:9]=[C:8]([C:10]#[N:11])[CH:7]=[CH:6][C:5]=1[CH:12]1[C:17]2[C:18](=[O:21])[CH2:19][CH2:20][C:16]=2[N:15]([C:22]2[CH:27]=[CH:26][CH:25]=[C:24]([C:28]([F:31])([F:30])[F:29])[CH:23]=2)[C:14](=[O:32])[N:13]1[CH3:33].[OH-].[Li+].Cl. Given the product [C:10]([C:8]1[CH:7]=[CH:6][C:5]([CH:12]2[C:17]3[C:18](=[O:21])[CH2:19][CH2:20][C:16]=3[N:15]([C:22]3[CH:27]=[CH:26][CH:25]=[C:24]([C:28]([F:31])([F:29])[F:30])[CH:23]=3)[C:14](=[O:32])[N:13]2[CH3:33])=[C:4]([CH:9]=1)[C:3]([OH:34])=[O:2])#[N:11], predict the reactants needed to synthesize it. (3) Given the product [Cl:1][C:2]1[CH:3]=[CH:4][C:5]2[N:6]([C:8]([C:29]3[CH:30]=[CH:31][CH:32]=[CH:33][CH:34]=3)=[C:9]([C:11]3[CH:12]=[CH:13][C:14]([C:17]4([NH2:21])[CH2:18][CH2:19][CH2:20]4)=[CH:15][CH:16]=3)[N:10]=2)[N:7]=1, predict the reactants needed to synthesize it. The reactants are: [Cl:1][C:2]1[CH:3]=[CH:4][C:5]2[N:6]([C:8]([C:29]3[CH:34]=[CH:33][CH:32]=[CH:31][CH:30]=3)=[C:9]([C:11]3[CH:16]=[CH:15][C:14]([C:17]4([NH:21]C(=O)OC(C)(C)C)[CH2:20][CH2:19][CH2:18]4)=[CH:13][CH:12]=3)[N:10]=2)[N:7]=1.C(Cl)Cl.Cl.[OH-].[Na+].